Dataset: Merck oncology drug combination screen with 23,052 pairs across 39 cell lines. Task: Regression. Given two drug SMILES strings and cell line genomic features, predict the synergy score measuring deviation from expected non-interaction effect. (1) Drug 1: Nc1ccn(C2OC(CO)C(O)C2(F)F)c(=O)n1. Drug 2: CCc1cnn2c(NCc3ccc[n+]([O-])c3)cc(N3CCCCC3CCO)nc12. Cell line: UACC62. Synergy scores: synergy=-3.42. (2) Drug 1: CC(=O)OC1C(=O)C2(C)C(O)CC3OCC3(OC(C)=O)C2C(OC(=O)c2ccccc2)C2(O)CC(OC(=O)C(O)C(NC(=O)c3ccccc3)c3ccccc3)C(C)=C1C2(C)C. Drug 2: NC1(c2ccc(-c3nc4ccn5c(=O)[nH]nc5c4cc3-c3ccccc3)cc2)CCC1. Cell line: A2058. Synergy scores: synergy=6.30. (3) Drug 1: O=C(NOCC(O)CO)c1ccc(F)c(F)c1Nc1ccc(I)cc1F. Drug 2: CC1(c2nc3c(C(N)=O)cccc3[nH]2)CCCN1. Cell line: VCAP. Synergy scores: synergy=-23.3. (4) Drug 1: COC12C(COC(N)=O)C3=C(C(=O)C(C)=C(N)C3=O)N1CC1NC12. Drug 2: O=C(CCCCCCC(=O)Nc1ccccc1)NO. Cell line: ES2. Synergy scores: synergy=20.6. (5) Drug 1: CCC1(O)CC2CN(CCc3c([nH]c4ccccc34)C(C(=O)OC)(c3cc4c(cc3OC)N(C)C3C(O)(C(=O)OC)C(OC(C)=O)C5(CC)C=CCN6CCC43C65)C2)C1. Drug 2: O=C(NOCC(O)CO)c1ccc(F)c(F)c1Nc1ccc(I)cc1F. Cell line: HCT116. Synergy scores: synergy=-0.536. (6) Drug 1: COc1cc(C2c3cc4c(cc3C(OC3OC5COC(C)OC5C(O)C3O)C3COC(=O)C23)OCO4)cc(OC)c1O. Drug 2: Cn1cc(-c2cnn3c(N)c(Br)c(C4CCCNC4)nc23)cn1. Cell line: UACC62. Synergy scores: synergy=20.6. (7) Drug 1: O=S1(=O)NC2(CN1CC(F)(F)F)C1CCC2Cc2cc(C=CCN3CCC(C(F)(F)F)CC3)ccc2C1. Drug 2: CCC1=CC2CN(C1)Cc1c([nH]c3ccccc13)C(C(=O)OC)(c1cc3c(cc1OC)N(C)C1C(O)(C(=O)OC)C(OC(C)=O)C4(CC)C=CCN5CCC31C54)C2. Cell line: RPMI7951. Synergy scores: synergy=4.21. (8) Drug 1: O=C(O)C1(Cc2cccc(Nc3nccs3)n2)CCC(Oc2cccc(Cl)c2F)CC1. Drug 2: CNC(=O)c1cc(Oc2ccc(NC(=O)Nc3ccc(Cl)c(C(F)(F)F)c3)cc2)ccn1. Cell line: NCIH520. Synergy scores: synergy=2.70. (9) Drug 1: CCC1(O)CC2CN(CCc3c([nH]c4ccccc34)C(C(=O)OC)(c3cc4c(cc3OC)N(C)C3C(O)(C(=O)OC)C(OC(C)=O)C5(CC)C=CCN6CCC43C65)C2)C1. Drug 2: Cc1nc(Nc2ncc(C(=O)Nc3c(C)cccc3Cl)s2)cc(N2CCN(CCO)CC2)n1. Cell line: UACC62. Synergy scores: synergy=0.443.